This data is from Human Reference Interactome with 51,813 positive PPI pairs across 8,248 proteins, plus equal number of experimentally-validated negative pairs. The task is: Binary Classification. Given two protein amino acid sequences, predict whether they physically interact or not. (1) Protein 1 (ENSG00000171401) has sequence MSLRLQSSSASYGGGFGGGSCQLGGGRGVSTCSTRFVSGGSAGGYGGGVSCGFGGGAGSGFGGGYGGGLGGGYGGGLGGGFGGGFAGGFVDFGACDGGLLTGNEKITMQNLNDRLASYLEKVRALEEANADLEVKIRDWHLKQSPASPERDYSPYYKTIEELRDKILTATIENNRVILEIDNARLAADDFRLKYENELALRQSVEADINGLRRVLDELTLSKTDLEMQIESLNEELAYMKKNHEEEMKEFSNQVVGQVNVEMDATPGIDLTRVLAEMREQYEAMAERNRRDAEEWFHTKS.... Protein 2 (ENSG00000100418) has sequence MEPPNLYPVKLYVYDLSKGLARRLSPIMLGKQLEGIWHTSIVVHKDEFFFGSGGISSCPPGGTLLGPPDSVVDVGSTEVTEEIFLEYLSSLGESLFRGEAYNLFEHNCNTFSNEVAQFLTGRKIPSYITDLPSEVLSTPFGQALRPLLDSIQIQPPGGSSVGRPNGQS*. Result: 0 (the proteins do not interact). (2) Protein 1 (ENSG00000146776) has sequence MTSERSRIPCLSAAAAEGTGKKQQEGRAMATLDRKVPSPEAFLGKPWSSWIDAAKLHCSDNVDLEEAGKEGGKSREVMRLNKEDMHLFGHYPAHDDFYLVVCSACNQVVKPQVFQSHCGRKQDNRRNEGISRSGPESSQAIEKHQV*MTSERSRIPCLSAAAAEGTGKKQQEGRAMATLDRKVPSPEAFLGKPWSSWIDAAKLHCSDNVDLEEAGKEGGKSREVMRLNKEDMHLFGHYPAHDDFYLVVCSACNQVVKPQVFQSHCERRHGSMCRPSPSPVSPASNPRTSLVQVKTKACLS.... Protein 2 (ENSG00000140025) has sequence MFFSEARARSRTWEASPSEHRKWVEVFKACDEDHKGYLSREDFKTAVVMLFGYKPSKIEVDSVMSSINPNTSGILLEGFLNIVRKKKEAQRYRNEVRHIFTAFDTYYRGFLTLEDFKKAFRQVAPKLPERTVLEVFREVDRDSDGHVSFRDFEYALNYGQKEA*VFKACDEDHKGYLSREDFKTAVVMLFGYKPSKIEVDSVMSSINPNTSGILLEGFLNIVRKKKEAQRYRNEVRHIFTAFDTYYRGFLTLEDFKKAFRQVAPKLPERTVLEVFRGIFSA*MVFKACDEDHKGYLSRED.... Result: 0 (the proteins do not interact). (3) Protein 1 (ENSG00000187860) has sequence MAHLLGSQACMESLRTDLTDLQGAIVDVFSRAGPVRFPSWKFPDRMACDLDMVALLEHYDHVPGDPEFTQLSHAVLLELVIDRLLLLLQSCMSYLENLGSEQMMPPAQAAGPCMSVGLTVRRFWDSLLRLGTLHQQPLPQKGANQRETPTSKPTTKGEPARSPEYLTTKLIKPSSPVLGLPQTCQEPESIPVRASLQFPATTFKNTRSVHSQTIETALVPCDACASVQGSLQKVGKVVISLCQSQNLPSSLGQFQQLVQDSMGLRPLPAATVGRWAAEQRKDLTRLSKHVEALRAQLEEA.... Protein 2 (ENSG00000145975) has sequence MGRRNENCANSLRVSNISQENLSHWNLDSEVPVSENKNLPAGRDGAAGGKINKNYLEIPVEQLMLEPNLSVHSQKSTQNSKQGIFQLWNCPLNEGSTIEKREFKKSSVETGFNVINHPIRVFTLNHPLTIASVDKQVGPYPGLPMPLGLCWPYADGDFFKNRNEIHVSSCSTIENNDGETLPAPNWNLKHGNSSVEENFTDESDLSENEKTNDTLLSYFKKVDLNLKPETIKNVEEPFTEEPNEVFPYPDFLPPPFSALDLHNLALSKSDNWKVTVDPAETSVEHLITRLLELERLQHMT.... Result: 0 (the proteins do not interact). (4) Protein 1 (ENSG00000122484) has sequence MADFAGPSSAGRKAGAPRCSRKAAGTKQTSTLKQEDASKRKAELEAAVRKKIEFERKALHIVEQLLEENITEEFLMECGRFITPAHYSDVVDERSIVKLCGYPLCQKKLGIVPKQKYKISTKTNKVYDITERKSFCSNFCYQASKFFEAQIPKTPVWVREEERHPDFQLLKEEQSGHSGEEVQLCSKAIKTSDIDNPSHFEKQYESSSSSTHSDSSSDNEQDFVSSILPGNRPNSTNIRPQLHQKSIMKKKAGHKANSKHKDKEQTVVDVTEQLGDCKLDSQEKDATCELPLQKVNTQSS.... Protein 2 (ENSG00000198522) has sequence MRCLYGRVGGARRKMAASAAAAELQASGGPRHPVCLLVLGMAGSGKTTFVQRLTGHLHAQGTPPYVINLDPAVHEVPFPANIDIRDTVKYKEVMKQYGLGPNGGIVTSLNLFATRFDQVMKFIEKAQNMSKYVLIDTPGQIEVFTWSASGTIITEALASSFPTVVIYVMDTSRSTNPVTFMSNMLYACSILYKTKLPFIVVMNKTDIIDHSFAVEWMQDFEAFQDALNQETTYVSNLTRSMSLVLDEFYSSLRVVGVSAVLGTGLDELFVQVTSAAEEYEREYRPEYERLKKSLANAESQ.... Result: 1 (the proteins interact).